This data is from Full USPTO retrosynthesis dataset with 1.9M reactions from patents (1976-2016). The task is: Predict the reactants needed to synthesize the given product. (1) Given the product [NH2:9][C:3]1[N:4]=[CH:5][N:6]=[C:7]([O:17][C:13]2[CH:12]=[C:11]([NH:10][C:41](=[O:44])[CH:42]=[CH2:43])[CH:16]=[CH:15][CH:14]=2)[C:2]=1[C:26]1[CH:27]=[N:28][N:29]([CH2:31][C:32]2[CH:39]=[CH:38][CH:37]=[CH:36][C:33]=2[C:34]#[N:35])[CH:30]=1, predict the reactants needed to synthesize it. The reactants are: Cl[C:2]1[C:3]([NH2:9])=[N:4][CH:5]=[N:6][C:7]=1Cl.[NH2:10][C:11]1[CH:12]=[C:13]([OH:17])[CH:14]=[CH:15][CH:16]=1.CC1(C)C(C)(C)OB([C:26]2[CH:27]=[N:28][N:29]([CH2:31][C:32]3[CH:39]=[CH:38][CH:37]=[CH:36][C:33]=3[C:34]#[N:35])[CH:30]=2)O1.[C:41](Cl)(=[O:44])[CH:42]=[CH2:43]. (2) Given the product [F:24][C:25]1[CH:26]=[C:27]2[C:31](=[CH:32][CH:33]=1)[N:30]([CH2:34][C:35]([OH:37])=[O:36])[C:29]([CH3:39])=[C:28]2[C:12]1[C:11]2[C:6](=[CH:7][CH:8]=[CH:9][CH:10]=2)[C:5](=[O:23])[N:4]([CH:1]([CH3:2])[CH3:3])[CH:13]=1, predict the reactants needed to synthesize it. The reactants are: [CH:1]([N:4]1[CH:13]=[C:12](B2OC(C)(C)C(C)(C)O2)[C:11]2[C:6](=[CH:7][CH:8]=[CH:9][CH:10]=2)[C:5]1=[O:23])([CH3:3])[CH3:2].[F:24][C:25]1[CH:26]=[C:27]2[C:31](=[CH:32][CH:33]=1)[N:30]([CH2:34][C:35]([O:37]C)=[O:36])[C:29]([CH3:39])=[C:28]2I.O.[O-]P([O-])([O-])=O.[K+].[K+].[K+].C1(P(C2CCCCC2)C2C=CC=CC=2C2C(OC)=CC=CC=2OC)CCCCC1.Cl. (3) Given the product [CH:19]1([O:25][C:2]2[N:7]=[CH:6][N:5]=[C:4]([C:8]([NH:10][C:11]3[CH:16]=[CH:15][C:14]([OH:17])=[CH:13][C:12]=3[CH3:18])=[O:9])[CH:3]=2)[CH2:24][CH2:23][CH2:22][CH2:21][CH2:20]1, predict the reactants needed to synthesize it. The reactants are: Cl[C:2]1[N:7]=[CH:6][N:5]=[C:4]([C:8]([NH:10][C:11]2[CH:16]=[CH:15][C:14]([OH:17])=[CH:13][C:12]=2[CH3:18])=[O:9])[CH:3]=1.[CH:19]1([OH:25])[CH2:24][CH2:23][CH2:22][CH2:21][CH2:20]1. (4) Given the product [N:36]1([CH2:8][CH2:9][CH2:10][CH2:11][CH2:12][O:13][C:14]2[C:15]([O:34][CH3:35])=[CH:16][CH:17]=[C:18]3[C:23]=2[O:22][C:21](=[O:24])[CH:20]=[C:19]3[NH:25][C:26]2[C:31]([Cl:32])=[CH:30][N:29]=[CH:28][C:27]=2[Cl:33])[CH:40]=[CH:39][N:38]=[N:37]1, predict the reactants needed to synthesize it. The reactants are: C(=O)([O-])[O-].[K+].[K+].Br[CH2:8][CH2:9][CH2:10][CH2:11][CH2:12][O:13][C:14]1[C:15]([O:34][CH3:35])=[CH:16][CH:17]=[C:18]2[C:23]=1[O:22][C:21](=[O:24])[CH:20]=[C:19]2[NH:25][C:26]1[C:31]([Cl:32])=[CH:30][N:29]=[CH:28][C:27]=1[Cl:33].[NH:36]1[CH:40]=[CH:39][N:38]=[N:37]1. (5) Given the product [Cl:1][C:2]1[CH:17]=[CH:16][C:15]([Cl:18])=[CH:14][C:3]=1[O:4][C:5]1[N:13]=[CH:12][CH:11]=[CH:10][C:6]=1[C:7]([N:27]([C:22]1[CH:23]=[CH:24][CH:25]=[CH:26][C:21]=1[CH2:19][CH3:20])[CH3:28])=[O:9], predict the reactants needed to synthesize it. The reactants are: [Cl:1][C:2]1[CH:17]=[CH:16][C:15]([Cl:18])=[CH:14][C:3]=1[O:4][C:5]1[N:13]=[CH:12][CH:11]=[CH:10][C:6]=1[C:7]([OH:9])=O.[CH2:19]([C:21]1[CH:26]=[CH:25][CH:24]=[CH:23][C:22]=1[NH2:27])[CH3:20].[CH2:28](N(CC)CC)C.[I-].ClC1C=CC=C[N+]=1C.[H-].[Na+].IC. (6) Given the product [I:1][C:2]1[CH:3]=[C:4]([C:5]2[N:6]([C:7]3[CH:12]=[CH:11][CH:10]=[CH:9][CH:8]=3)[CH:18]=[CH:19][N:13]=2)[CH:14]=[CH:15][CH:16]=1, predict the reactants needed to synthesize it. The reactants are: [I:1][C:2]1[CH:3]=[C:4]([CH:14]=[CH:15][CH:16]=1)[C:5](=[NH:13])[NH:6][C:7]1[CH:12]=[CH:11][CH:10]=[CH:9][CH:8]=1.Cl[CH2:18][CH:19]=O.C(=O)(O)[O-].[Na+]. (7) Given the product [N+:12]([C:3]1[CH:4]=[C:5]([C:8]([F:11])([F:10])[F:9])[CH:6]=[CH:7][C:2]=1[NH:21][CH:22]([CH2:25][CH3:26])[CH2:23][OH:24])([O-:14])=[O:13], predict the reactants needed to synthesize it. The reactants are: F[C:2]1[CH:7]=[CH:6][C:5]([C:8]([F:11])([F:10])[F:9])=[CH:4][C:3]=1[N+:12]([O-:14])=[O:13].C([O-])([O-])=O.[K+].[K+].[NH2:21][CH:22]([CH2:25][CH3:26])[CH2:23][OH:24]. (8) The reactants are: C([O:5][C:6]([CH:8]1[CH:12]([C:13]2[CH:18]=[CH:17][CH:16]=[C:15]([Cl:19])[C:14]=2[F:20])[C:11]([C:23]2[CH:28]=[CH:27][C:26]([Cl:29])=[CH:25][C:24]=2[F:30])([C:21]#[N:22])[CH:10]([CH2:31][C:32]([CH3:37])([CH3:36])[CH:33]([CH3:35])[CH3:34])[NH:9]1)=[O:7])(C)(C)C.[F:38][C:39]([F:44])([F:43])[C:40]([OH:42])=[O:41]. Given the product [F:38][C:39]([F:44])([F:43])[C:40]([OH:42])=[O:41].[Cl:19][C:15]1[C:14]([F:20])=[C:13]([CH:12]2[C:11]([C:23]3[CH:28]=[CH:27][C:26]([Cl:29])=[CH:25][C:24]=3[F:30])([C:21]#[N:22])[CH:10]([CH2:31][C:32]([CH3:36])([CH3:37])[CH:33]([CH3:34])[CH3:35])[NH:9][CH:8]2[C:6]([OH:7])=[O:5])[CH:18]=[CH:17][CH:16]=1, predict the reactants needed to synthesize it. (9) Given the product [CH3:35][O:13][CH:12]1[O:5][C@H:4]([CH2:2][O:3][C:14]([C:27]2[CH:32]=[CH:31][CH:30]=[CH:29][CH:28]=2)([C:21]2[CH:26]=[CH:25][CH:24]=[CH:23][CH:22]=2)[C:15]2[CH:20]=[CH:19][CH:18]=[CH:17][CH:16]=2)[C@@H:6]([OH:7])[C@H:8]([OH:9])[C@@H:10]1[OH:11], predict the reactants needed to synthesize it. The reactants are: C[C:2]([C@H:4]([C@H:6]([C@@H:8]([C@@H:10]([CH2:12][OH:13])[OH:11])[OH:9])[OH:7])[OH:5])=[O:3].[C:14](Cl)([C:27]1[CH:32]=[CH:31][CH:30]=[CH:29][CH:28]=1)([C:21]1[CH:26]=[CH:25][CH:24]=[CH:23][CH:22]=1)[C:15]1[CH:20]=[CH:19][CH:18]=[CH:17][CH:16]=1.N1C=CC=C[CH:35]=1. (10) Given the product [CH3:1][N:2]([CH3:19])[CH2:3][CH2:4][N:5]1[CH:9]=[CH:8][N:7]=[C:6]1[C:10]1[CH:11]=[C:12]([NH2:16])[CH:13]=[CH:14][CH:15]=1, predict the reactants needed to synthesize it. The reactants are: [CH3:1][N:2]([CH3:19])[CH2:3][CH2:4][N:5]1[CH:9]=[CH:8][N:7]=[C:6]1[C:10]1[CH:15]=[CH:14][CH:13]=[C:12]([N+:16]([O-])=O)[CH:11]=1.